This data is from Full USPTO retrosynthesis dataset with 1.9M reactions from patents (1976-2016). The task is: Predict the reactants needed to synthesize the given product. (1) Given the product [F:30][C:27]1[CH:26]=[CH:25][C:24]([CH2:23][NH:22][C:20]([C:11]2[C:10](=[O:31])[N:9]([OH:8])[C:18]3[C:13]([C:12]=2[OH:19])=[CH:14][CH:15]=[CH:16][N:17]=3)=[O:21])=[CH:29][CH:28]=1, predict the reactants needed to synthesize it. The reactants are: C([O:8][N:9]1[C:18]2[C:13](=[CH:14][CH:15]=[CH:16][N:17]=2)[C:12]([OH:19])=[C:11]([C:20]([NH:22][CH2:23][C:24]2[CH:29]=[CH:28][C:27]([F:30])=[CH:26][CH:25]=2)=[O:21])[C:10]1=[O:31])C1C=CC=CC=1.O. (2) Given the product [OH:1][C@H:2]1[CH2:6][N:5]([C:7](=[O:34])[C@@H:8]([NH:13][C:14](=[O:33])[CH2:15][O:16][CH2:17][CH2:18][CH2:19][CH2:20][CH2:21][NH:22][C:23]2[CH:32]=[CH:31][C:26]([C:27]([OH:29])=[O:28])=[CH:25][CH:24]=2)[C:9]([CH3:10])([CH3:12])[CH3:11])[C@H:4]([C:35](=[O:51])[NH:36][C@H:37]([C:39]2[CH:44]=[CH:43][C:42]([C:45]3[S:49][CH:48]=[N:47][C:46]=3[CH3:50])=[CH:41][CH:40]=2)[CH3:38])[CH2:3]1, predict the reactants needed to synthesize it. The reactants are: [OH:1][C@H:2]1[CH2:6][N:5]([C:7](=[O:34])[C@@H:8]([NH:13][C:14](=[O:33])[CH2:15][O:16][CH2:17][CH2:18][CH2:19][CH2:20][CH2:21][NH:22][C:23]2[CH:32]=[CH:31][C:26]([C:27]([O:29]C)=[O:28])=[CH:25][CH:24]=2)[C:9]([CH3:12])([CH3:11])[CH3:10])[C@H:4]([C:35](=[O:51])[NH:36][C@H:37]([C:39]2[CH:44]=[CH:43][C:42]([C:45]3[S:49][CH:48]=[N:47][C:46]=3[CH3:50])=[CH:41][CH:40]=2)[CH3:38])[CH2:3]1.[OH-].[Na+]. (3) The reactants are: [CH3:1][S:2](Cl)(=[O:4])=[O:3].[NH2:6][C:7]1[CH:8]=[C:9]([CH:15]=[CH:16][C:17]=1[CH2:18][CH2:19][NH:20][C:21]([C:23]1[CH:28]=[CH:27][C:26]([C:29]2[CH:34]=[CH:33][C:32]([Cl:35])=[CH:31][CH:30]=2)=[CH:25][CH:24]=1)=[O:22])[C:10]([O:12][CH2:13][CH3:14])=[O:11]. Given the product [Cl:35][C:32]1[CH:31]=[CH:30][C:29]([C:26]2[CH:27]=[CH:28][C:23]([C:21]([NH:20][CH2:19][CH2:18][C:17]3[CH:16]=[CH:15][C:9]([C:10]([O:12][CH2:13][CH3:14])=[O:11])=[CH:8][C:7]=3[NH:6][S:2]([CH3:1])(=[O:4])=[O:3])=[O:22])=[CH:24][CH:25]=2)=[CH:34][CH:33]=1, predict the reactants needed to synthesize it. (4) Given the product [CH3:19][CH:15]([C:8]1[C:7]2[C:11](=[CH:12][CH:13]=[CH:14][C:6]=2[Br:5])[NH:10][CH:9]=1)[C:16]([OH:18])=[O:17], predict the reactants needed to synthesize it. The reactants are: S(Cl)(Cl)=O.[Br:5][C:6]1[CH:14]=[CH:13][CH:12]=[C:11]2[C:7]=1[C:8]([CH2:15][C:16]([OH:18])=[O:17])=[CH:9][NH:10]2.[C:19](=O)([O-])O.[Na+]. (5) Given the product [C:51]([CH2:54][CH2:55]/[C:2](/[CH:27]=[CH:28]/[C:29]1[C:30]([CH3:47])([CH3:46])[C:31]2[C:32]([N:45]=1)=[N+:33]([CH2:38][CH2:39][CH2:40][S:41]([O-:44])(=[O:43])=[O:42])[CH:34]=[C:35]([Cl:50])[CH:36]=2)=[CH:3]\[CH:4]=[C:5]1\[N:6]([CH2:20][CH2:21][CH2:22][S:23]([O-:26])(=[O:25])=[O:24])[C:7]2[C:12]([C:13]\1([CH3:15])[CH3:14])=[CH:11][C:10]([S:16]([O-:19])(=[O:18])=[O:17])=[CH:9][CH:8]=2)([OH:53])=[O:52].[Na+:48].[Na+:48], predict the reactants needed to synthesize it. The reactants are: Br/[C:2](/[CH:27]=[CH:28]/[C:29]1[C:30]([CH3:47])([CH3:46])[C:31]2[C:32]([N:45]=1)=[N+:33]([CH2:38][CH2:39][CH2:40][S:41]([O-:44])(=[O:43])=[O:42])[CH:34]=[C:35](Cl)[CH:36]=2)=[CH:3]\[CH:4]=[C:5]1\[N:6]([CH2:20][CH2:21][CH2:22][S:23]([O-:26])(=[O:25])=[O:24])[C:7]2[C:12]([C:13]\1([CH3:15])[CH3:14])=[CH:11][C:10]([S:16]([O-:19])(=[O:18])=[O:17])=[CH:9][CH:8]=2.[Na+:48].[Na+].[Cl-:50].[C:51]([CH2:54][CH2:55]/C(=C\NC1C=CC=CC=1)/C=[NH+]/C1C=CC=CC=1)([OH:53])=[O:52]. (6) The reactants are: Cl.O1CCOCC1.[CH2:8]([O:15][C:16]1[CH:23]=[CH:22][C:19]([C:20]#[N:21])=[CH:18][C:17]=1[C:24]#[N:25])[C:9]1[CH:14]=[CH:13][CH:12]=[CH:11][CH:10]=1.C(N)(=[S:28])C. Given the product [CH2:8]([O:15][C:16]1[CH:23]=[CH:22][C:19]([C:20](=[S:28])[NH2:21])=[CH:18][C:17]=1[C:24]#[N:25])[C:9]1[CH:10]=[CH:11][CH:12]=[CH:13][CH:14]=1, predict the reactants needed to synthesize it.